From a dataset of Full USPTO retrosynthesis dataset with 1.9M reactions from patents (1976-2016). Predict the reactants needed to synthesize the given product. (1) Given the product [NH2:11][CH2:12][C:13]1[S:14][CH:15]=[C:16]([C:18]([O:20][CH2:21][CH3:22])=[O:19])[N:17]=1, predict the reactants needed to synthesize it. The reactants are: C(OC([NH:11][CH2:12][C:13]1[S:14][CH:15]=[C:16]([C:18]([O:20][CH2:21][CH3:22])=[O:19])[N:17]=1)=O)C1C=CC=CC=1. (2) Given the product [CH3:34][O:33][C:26]1[CH:27]=[C:28]([O:31][CH3:32])[CH:29]=[CH:30][C:25]=1[CH2:24][N:6]1[C:7]2[C:8](=[CH:9][C:10]([O:13][CH3:14])=[CH:11][CH:12]=2)[C:15]([C:16]2[CH:21]=[CH:20][CH:19]=[C:18]([F:22])[CH:17]=2)=[C:3]([C:1]#[N:2])[C:4]1=[O:5], predict the reactants needed to synthesize it. The reactants are: [C:1]([CH2:3][C:4]([N:6]([CH2:24][C:25]1[CH:30]=[CH:29][C:28]([O:31][CH3:32])=[CH:27][C:26]=1[O:33][CH3:34])[C:7]1[CH:12]=[CH:11][C:10]([O:13][CH3:14])=[CH:9][C:8]=1[C:15](=O)[C:16]1[CH:21]=[CH:20][CH:19]=[C:18]([F:22])[CH:17]=1)=[O:5])#[N:2].C[O-].[Na+]. (3) Given the product [OH:4][CH2:5][C:6]1[C:7]([N:28]2[CH2:39][CH2:38][N:37]3[C:30](=[CH:31][C:32]4[CH2:33][C:34]([CH3:40])([CH3:41])[CH2:35][C:36]=43)[C:29]2=[O:42])=[N:8][CH:9]=[CH:10][C:11]=1[C:12]1[CH:13]=[N:14][C:15]([O:26][CH3:27])=[C:16]([NH:18][C:19]2[CH:24]=[CH:23][N:22]=[C:21]([CH3:25])[N:20]=2)[CH:17]=1, predict the reactants needed to synthesize it. The reactants are: C([O:4][CH2:5][C:6]1[C:7]([N:28]2[CH2:39][CH2:38][N:37]3[C:30](=[CH:31][C:32]4[CH2:33][C:34]([CH3:41])([CH3:40])[CH2:35][C:36]=43)[C:29]2=[O:42])=[N:8][CH:9]=[CH:10][C:11]=1[C:12]1[CH:13]=[N:14][C:15]([O:26][CH3:27])=[C:16]([NH:18][C:19]2[CH:24]=[CH:23][N:22]=[C:21]([CH3:25])[N:20]=2)[CH:17]=1)(=O)C.O.[OH-].[Li+]. (4) Given the product [OH:8][CH2:9][C:10]([C:13]1[CH:14]=[CH:15][C:16]([CH:17]=[O:18])=[CH:19][CH:20]=1)([CH3:12])[CH3:11], predict the reactants needed to synthesize it. The reactants are: [Si]([O:8][CH2:9][C:10]([C:13]1[CH:20]=[CH:19][C:16]([CH:17]=[O:18])=[CH:15][CH:14]=1)([CH3:12])[CH3:11])(C(C)(C)C)(C)C.O1CCOCC1.Cl.O. (5) Given the product [F:13][C:12]([F:15])([F:14])[C:9]1[CH:8]=[CH:7][NH:11][N:10]=1, predict the reactants needed to synthesize it. The reactants are: BrC1SC([C:7]2[NH:11][N:10]=[C:9]([C:12]([F:15])([F:14])[F:13])[CH:8]=2)=CC=1.ClC1SC(CCl)=CC=1.C([O-])([O-])=O.[K+].[K+].